This data is from Peptide-MHC class I binding affinity with 185,985 pairs from IEDB/IMGT. The task is: Regression. Given a peptide amino acid sequence and an MHC pseudo amino acid sequence, predict their binding affinity value. This is MHC class I binding data. The binding affinity (normalized) is 0.0186. The peptide sequence is KSINKVYGK. The MHC is HLA-B27:05 with pseudo-sequence HLA-B27:05.